From a dataset of Reaction yield outcomes from USPTO patents with 853,638 reactions. Predict the reaction yield, written as a fraction of the theoretical maximum amount of product (1.0 means a 100% yield; for example, 0.34 means a 34% yield). (1) The reactants are [O:1]1[CH2:6][CH2:5][CH:4]([C:7]([C:9]2[S:13][C:12]([NH2:14])=[N:11][C:10]=2[C:15]2[O:16][CH:17]=[CH:18][CH:19]=2)=[O:8])[CH2:3][CH2:2]1.[CH:20]1([C:23](Cl)=[O:24])[CH2:22][CH2:21]1.O. The catalyst is CN(C1C=CN=CC=1)C.N1C=CC=CC=1. The product is [O:16]1[CH:17]=[CH:18][CH:19]=[C:15]1[C:10]1[N:11]=[C:12]([NH:14][C:23]([CH:20]2[CH2:22][CH2:21]2)=[O:24])[S:13][C:9]=1[C:7]([CH:4]1[CH2:5][CH2:6][O:1][CH2:2][CH2:3]1)=[O:8]. The yield is 0.650. (2) The catalyst is CN(C=O)C.O. The yield is 0.807. The reactants are F[C:2]1[CH:7]=[CH:6][C:5]([N+:8]([O-:10])=[O:9])=[CH:4][CH:3]=1.[Br:11][C:12]1[CH:19]=[CH:18][C:17]([OH:20])=[CH:16][C:13]=1[CH:14]=[O:15].C([O-])([O-])=O.[K+].[K+].CCOC(C)=O. The product is [Br:11][C:12]1[CH:19]=[CH:18][C:17]([O:20][C:2]2[CH:7]=[CH:6][C:5]([N+:8]([O-:10])=[O:9])=[CH:4][CH:3]=2)=[CH:16][C:13]=1[CH:14]=[O:15].